From a dataset of Full USPTO retrosynthesis dataset with 1.9M reactions from patents (1976-2016). Predict the reactants needed to synthesize the given product. Given the product [NH2:1][C:2](=[S:23])[CH2:3][N:4]([CH3:12])[C:5](=[O:11])[O:6][C:7]([CH3:10])([CH3:9])[CH3:8], predict the reactants needed to synthesize it. The reactants are: [NH2:1][C:2](=O)[CH2:3][N:4]([CH3:12])[C:5](=[O:11])[O:6][C:7]([CH3:10])([CH3:9])[CH3:8].COC1C=CC(P2(SP(C3C=CC(OC)=CC=3)(=S)S2)=[S:23])=CC=1.